Dataset: Catalyst prediction with 721,799 reactions and 888 catalyst types from USPTO. Task: Predict which catalyst facilitates the given reaction. (1) Reactant: C(OC(=O)[NH:7][C@@H:8]1[C@@H:13]([OH:14])[C@H:12]([CH2:15][C:16]2[CH:21]=[C:20]([CH2:22][O:23][CH3:24])[C:19]([N+:25]([O-:27])=[O:26])=[C:18]([F:28])[CH:17]=2)[CH2:11][S:10](=[O:30])(=[O:29])[CH2:9]1)(C)(C)C.Cl.O1CCOCC1. The catalyst class is: 2. Product: [NH2:7][C@@H:8]1[C@@H:13]([OH:14])[C@H:12]([CH2:15][C:16]2[CH:21]=[C:20]([CH2:22][O:23][CH3:24])[C:19]([N+:25]([O-:27])=[O:26])=[C:18]([F:28])[CH:17]=2)[CH2:11][S:10](=[O:30])(=[O:29])[CH2:9]1. (2) Reactant: [CH3:1][O:2][C:3]1[CH:29]=[CH:28][C:6]([CH2:7][C:8]2[C:17]3[NH:18][C:19]4[CH:20]=[CH:21][CH:22]=[CH:23][C:24]=4[C:16]=3[C:15]3[C:14](=[O:25])[CH2:13][C:12]([CH3:27])([CH3:26])[CH2:11][C:10]=3[N:9]=2)=[CH:5][CH:4]=1.[BH4-].[Na+]. Product: [CH3:1][O:2][C:3]1[CH:29]=[CH:28][C:6]([CH2:7][C:8]2[C:17]3[NH:18][C:19]4[CH:20]=[CH:21][CH:22]=[CH:23][C:24]=4[C:16]=3[C:15]3[CH:14]([OH:25])[CH2:13][C:12]([CH3:26])([CH3:27])[CH2:11][C:10]=3[N:9]=2)=[CH:5][CH:4]=1. The catalyst class is: 5. (3) Reactant: [Br:1][C:2]1[CH:3]=[C:4]([CH:10]=[CH:11][CH:12]=1)[O:5][CH2:6][C:7]([CH3:9])=O. Product: [Br:1][C:2]1[C:3]2[C:7]([CH3:9])=[CH:6][O:5][C:4]=2[CH:10]=[CH:11][CH:12]=1. The catalyst class is: 11. (4) Reactant: [CH3:1][C:2]1[S:6][C:5]([C:7]([NH:9][CH2:10][C:11]([OH:13])=[O:12])=O)=[CH:4][CH:3]=1.[CH3:14][O:15][C:16]1[CH:17]=[C:18]([CH:22]=O)[CH:19]=[N:20][CH:21]=1.C([O-])(=O)C.[Na+].C(OC(=O)C)(=O)C. Product: [CH3:14][O:15][C:16]1[CH:17]=[C:18]([CH:22]=[C:10]2[C:11](=[O:12])[O:13][C:7]([C:5]3[S:6][C:2]([CH3:1])=[CH:3][CH:4]=3)=[N:9]2)[CH:19]=[N:20][CH:21]=1. The catalyst class is: 6. (5) Reactant: [O:1]([C:8]1[CH:13]=[CH:12][C:11]([S:14]([C:17]2([C:33]([O:35]C)=[O:34])[CH2:22][CH2:21][N:20]([C:23]([O:25][CH2:26][C:27]3[CH:32]=[CH:31][CH:30]=[CH:29][CH:28]=3)=[O:24])[CH2:19][CH2:18]2)(=[O:16])=[O:15])=[CH:10][CH:9]=1)[C:2]1[CH:7]=[CH:6][CH:5]=[CH:4][CH:3]=1.[OH-].[K+]. Product: [CH2:26]([O:25][C:23]([N:20]1[CH2:19][CH2:18][C:17]([S:14]([C:11]2[CH:10]=[CH:9][C:8]([O:1][C:2]3[CH:7]=[CH:6][CH:5]=[CH:4][CH:3]=3)=[CH:13][CH:12]=2)(=[O:16])=[O:15])([C:33]([OH:35])=[O:34])[CH2:22][CH2:21]1)=[O:24])[C:27]1[CH:32]=[CH:31][CH:30]=[CH:29][CH:28]=1. The catalyst class is: 8. (6) Reactant: [CH2:1]([C:3]1[CH:8]=[CH:7][C:6]([CH:9]2[CH2:14][N:13]([C:15]([N:17]3[CH2:22][CH2:21][O:20][CH2:19][CH2:18]3)=[O:16])[CH2:12][CH:11]([C:23]([OH:25])=O)[CH2:10]2)=[CH:5][CH:4]=1)[CH3:2].S(Cl)([Cl:28])=O. Product: [CH2:1]([C:3]1[CH:8]=[CH:7][C:6]([CH:9]2[CH2:14][N:13]([C:15]([N:17]3[CH2:22][CH2:21][O:20][CH2:19][CH2:18]3)=[O:16])[CH2:12][CH:11]([C:23]([Cl:28])=[O:25])[CH2:10]2)=[CH:5][CH:4]=1)[CH3:2]. The catalyst class is: 4.